From a dataset of Forward reaction prediction with 1.9M reactions from USPTO patents (1976-2016). Predict the product of the given reaction. (1) Given the reactants [CH3:1][CH:2]([S:4]([C:7]1[CH:8]=[C:9]([CH:13]=[CH:14][CH:15]=1)[C:10]([OH:12])=O)(=[O:6])=[O:5])[CH3:3].C(Cl)(=O)C(Cl)=O.CN(C)C=O.[N:27]1[CH:32]=[CH:31][CH:30]=[C:29]([C:33]2[CH:37]=[C:36]([C:38]([F:41])([F:40])[F:39])[N:35]([C:42]3[CH:43]=[CH:44][C:45]([NH2:48])=[N:46][CH:47]=3)[N:34]=2)[CH:28]=1, predict the reaction product. The product is: [N:27]1[CH:32]=[CH:31][CH:30]=[C:29]([C:33]2[CH:37]=[C:36]([C:38]([F:41])([F:39])[F:40])[N:35]([C:42]3[CH:43]=[CH:44][C:45]([NH2:48])=[N:46][CH:47]=3)[N:34]=2)[CH:28]=1.[CH3:3][CH:2]([S:4]([C:7]1[CH:8]=[C:9]([CH:13]=[CH:14][CH:15]=1)[C:10]([NH:48][C:45]1[CH:44]=[CH:43][C:42]([N:35]2[C:36]([C:38]([F:40])([F:41])[F:39])=[CH:37][C:33]([C:29]3[CH:28]=[N:27][CH:32]=[CH:31][CH:30]=3)=[N:34]2)=[CH:47][N:46]=1)=[O:12])(=[O:5])=[O:6])[CH3:1]. (2) The product is: [O:2]1[B:7]2[O:8][CH2:9][C:10]3[CH2:11][O:12][CH:13]=[CH:14][C:5]([C:6]=32)=[CH:4][CH:3]1[CH2:15][NH:16][C:24](=[O:25])[O:26][C:27]([CH3:30])([CH3:29])[CH3:28]. Given the reactants Cl.[O:2]1[B:7]2[O:8][CH2:9][C:10]3[CH2:11][O:12][CH:13]=[CH:14][C:5]([C:6]=32)=[CH:4][CH:3]1[CH2:15][NH2:16].C(N(CC)CC)C.[C:24](O[C:24]([O:26][C:27]([CH3:30])([CH3:29])[CH3:28])=[O:25])([O:26][C:27]([CH3:30])([CH3:29])[CH3:28])=[O:25], predict the reaction product. (3) Given the reactants [C:1]([C:4]1[C:8]([CH3:9])=[C:7]([C:10]2[CH:15]=[CH:14][N:13]=[CH:12][CH:11]=2)[NH:6][C:5]=1[C:16]1[CH:21]=[CH:20][N:19]=[CH:18][CH:17]=1)(=[O:3])[CH3:2].[BH4-].[Na+], predict the reaction product. The product is: [OH:3][CH:1]([C:4]1[C:8]([CH3:9])=[C:7]([C:10]2[CH:11]=[CH:12][N:13]=[CH:14][CH:15]=2)[NH:6][C:5]=1[C:16]1[CH:21]=[CH:20][N:19]=[CH:18][CH:17]=1)[CH3:2]. (4) Given the reactants Cl.C([N:9]1[CH2:14][CH2:13][C:12]2([C:18]3[CH:19]=[CH:20][C:21]([OH:24])=[C:22]([CH3:23])[C:17]=3[O:16][CH2:15]2)[CH2:11][CH2:10]1)C1C=CC=CC=1, predict the reaction product. The product is: [CH3:23][C:22]1[C:17]2[O:16][CH2:15][C:12]3([CH2:13][CH2:14][NH:9][CH2:10][CH2:11]3)[C:18]=2[CH:19]=[CH:20][C:21]=1[OH:24]. (5) Given the reactants [Cl:1][C:2]1[CH:3]=[C:4]([C:8]2[N:9]=[CH:10][C:11]3[CH2:12][CH2:13][C:14]([CH3:26])([CH3:25])[C:15]4([C:21](=[O:22])[N:20]([CH3:23])[C:19](=O)[NH:18]4)[C:16]=3[CH:17]=2)[CH:5]=[CH:6][CH:7]=1.COC1C=CC(P2(SP(C3C=CC(OC)=CC=3)(=S)S2)=[S:36])=CC=1, predict the reaction product. The product is: [Cl:1][C:2]1[CH:3]=[C:4]([C:8]2[N:9]=[CH:10][C:11]3[CH2:12][CH2:13][C:14]([CH3:26])([CH3:25])[C:15]4([C:21](=[O:22])[N:20]([CH3:23])[C:19](=[S:36])[NH:18]4)[C:16]=3[CH:17]=2)[CH:5]=[CH:6][CH:7]=1. (6) Given the reactants [NH2:1][C@H:2]([C:11]([OH:13])=[O:12])[CH2:3][C:4]1[CH:9]=[CH:8][C:7]([OH:10])=[CH:6][CH:5]=1.[OH-].[Na+].CO.[CH2:18](Br)[C:19]1[CH:24]=[CH:23][CH:22]=[CH:21][CH:20]=1, predict the reaction product. The product is: [NH2:1][C@@H:2]([CH2:3][C:4]1[CH:5]=[CH:6][C:7]([O:10][CH2:18][C:19]2[CH:24]=[CH:23][CH:22]=[CH:21][CH:20]=2)=[CH:8][CH:9]=1)[C:11]([OH:13])=[O:12]. (7) Given the reactants [NH2:1][C:2]1[CH:7]=[CH:6][C:5]2[O:8][CH2:9][C:10]3[C:14]([C:15]([O:17]CC)=O)=[N:13][N:12]([C:20]4[CH:28]=[CH:27][C:23]5[O:24][CH2:25][O:26][C:22]=5[CH:21]=4)[C:11]=3[C:4]=2[CH:3]=1.ClC1[N:38]=CC=CC=1C(Cl)=O.C(O)C(N)(CO)CO, predict the reaction product. The product is: [NH2:1][C:2]1[CH:7]=[CH:6][C:5]2[O:8][CH2:9][C:10]3[C:14]([C:15]([NH2:38])=[O:17])=[N:13][N:12]([C:20]4[CH:28]=[CH:27][C:23]5[O:24][CH2:25][O:26][C:22]=5[CH:21]=4)[C:11]=3[C:4]=2[CH:3]=1.